Dataset: Orexin1 receptor HTS with 218,158 compounds and 233 confirmed actives. Task: Binary Classification. Given a drug SMILES string, predict its activity (active/inactive) in a high-throughput screening assay against a specified biological target. (1) The compound is s1c(CC(=O)Nc2cc(ccc2)C(=O)Nc2ccc(cc2)C(O)=O)ccc1. The result is 0 (inactive). (2) The compound is S(CC(=O)N(c1c(n(Cc2ccccc2)c(=O)[nH]c1=O)N)CCOC)c1n(N)c(nn1)c1ccc(cc1)C. The result is 0 (inactive). (3) The compound is S(=O)(=O)(NCc1ccc(F)cc1)c1ccc(N2CCCC2=O)cc1. The result is 0 (inactive). (4) The compound is Brc1sc(/C=C2\NC(=O)N(C2=O)c2ccccc2)cc1. The result is 0 (inactive). (5) The molecule is O=C(N1CCCC1)NCc1ccccc1. The result is 0 (inactive).